From a dataset of TCR-epitope binding with 47,182 pairs between 192 epitopes and 23,139 TCRs. Binary Classification. Given a T-cell receptor sequence (or CDR3 region) and an epitope sequence, predict whether binding occurs between them. (1) The epitope is PROT_97E67BCC. The TCR CDR3 sequence is CASSPLAVQETQYF. Result: 1 (the TCR binds to the epitope). (2) The epitope is AVFDRKSDAK. The TCR CDR3 sequence is CASKTPSRGPHTEAFF. Result: 1 (the TCR binds to the epitope). (3) The TCR CDR3 sequence is CASRAQRGAFF. The epitope is ELAGIGILTV. Result: 1 (the TCR binds to the epitope). (4) The epitope is TLDSKTQSL. The TCR CDR3 sequence is CASSARDRVVNTEAFF. Result: 1 (the TCR binds to the epitope).